Dataset: Merck oncology drug combination screen with 23,052 pairs across 39 cell lines. Task: Regression. Given two drug SMILES strings and cell line genomic features, predict the synergy score measuring deviation from expected non-interaction effect. Drug 1: Nc1ccn(C2OC(CO)C(O)C2(F)F)c(=O)n1. Drug 2: Cn1nnc2c(C(N)=O)ncn2c1=O. Cell line: DLD1. Synergy scores: synergy=3.82.